This data is from Catalyst prediction with 721,799 reactions and 888 catalyst types from USPTO. The task is: Predict which catalyst facilitates the given reaction. (1) Reactant: [NH:1]1[C:9]2[C:4](=[CH:5][CH:6]=[CH:7][CH:8]=2)[C:3](/[CH:10]=[CH:11]/[C:12]2[CH:25]=[CH:24][C:15]([C:16]([N:18]3[CH2:23][CH2:22][NH:21][CH2:20][CH2:19]3)=[O:17])=[CH:14][CH:13]=2)=[N:2]1.[CH:26]([O:29][C:30]1[C:31](=O)[C:32](=[O:38])[C:33]=1[O:34]C(C)C)([CH3:28])[CH3:27].C(N(CC)CC)C. Product: [NH:1]1[C:9]2[C:4](=[CH:5][CH:6]=[CH:7][CH:8]=2)[C:3](/[CH:10]=[CH:11]/[C:12]2[CH:13]=[CH:14][C:15]([C:16]([N:18]3[CH2:23][CH2:22][N:21]([C:31]4[C:32](=[O:38])[C:33](=[O:34])[C:30]=4[O:29][CH:26]([CH3:28])[CH3:27])[CH2:20][CH2:19]3)=[O:17])=[CH:24][CH:25]=2)=[N:2]1. The catalyst class is: 5. (2) Reactant: [C:1]([C:3]1[C:12](OS(C(F)(F)F)(=O)=O)=[C:11]2[C:6]([CH:7]=[CH:8][C:9]([C:21]([O:23][CH3:24])=[O:22])=[CH:10]2)=[CH:5][CH:4]=1)#[N:2].[F:25][C:26]1[CH:31]=[CH:30][CH:29]=[C:28]([F:32])[C:27]=1OB(O)O.[F-].[Cs+].COCCOC. Product: [C:1]([C:3]1[C:12]([C:27]2[C:26]([F:25])=[CH:31][CH:30]=[CH:29][C:28]=2[F:32])=[C:11]2[C:6]([CH:7]=[CH:8][C:9]([C:21]([O:23][CH3:24])=[O:22])=[CH:10]2)=[CH:5][CH:4]=1)#[N:2]. The catalyst class is: 587.